From a dataset of Reaction yield outcomes from USPTO patents with 853,638 reactions. Predict the reaction yield, written as a fraction of the theoretical maximum amount of product (1.0 means a 100% yield; for example, 0.34 means a 34% yield). The reactants are CON(C)[C:4]([C:6]1[N:7]=[N:8][CH:9]=[CH:10][CH:11]=1)=[O:5].[Li+].[CH3:14][Si]([N-][Si](C)(C)C)(C)C. The catalyst is C1COCC1. The product is [N:8]1[CH:9]=[CH:10][CH:11]=[C:6]([CH:4]([OH:5])[CH3:14])[N:7]=1. The yield is 0.420.